From a dataset of NCI-60 drug combinations with 297,098 pairs across 59 cell lines. Regression. Given two drug SMILES strings and cell line genomic features, predict the synergy score measuring deviation from expected non-interaction effect. (1) Drug 1: C1C(C(OC1N2C=C(C(=O)NC2=O)F)CO)O. Drug 2: CC1=C(C=C(C=C1)C(=O)NC2=CC(=CC(=C2)C(F)(F)F)N3C=C(N=C3)C)NC4=NC=CC(=N4)C5=CN=CC=C5. Cell line: NCI/ADR-RES. Synergy scores: CSS=10.8, Synergy_ZIP=-4.17, Synergy_Bliss=-3.07, Synergy_Loewe=-19.8, Synergy_HSA=-1.51. (2) Cell line: NCIH23. Drug 2: CC1=C2C(C(=O)C3(C(CC4C(C3C(C(C2(C)C)(CC1OC(=O)C(C(C5=CC=CC=C5)NC(=O)C6=CC=CC=C6)O)O)OC(=O)C7=CC=CC=C7)(CO4)OC(=O)C)O)C)OC(=O)C. Synergy scores: CSS=38.7, Synergy_ZIP=4.11, Synergy_Bliss=2.73, Synergy_Loewe=-48.7, Synergy_HSA=1.98. Drug 1: CC1=CC=C(C=C1)C2=CC(=NN2C3=CC=C(C=C3)S(=O)(=O)N)C(F)(F)F. (3) Drug 1: CCC1=C2CN3C(=CC4=C(C3=O)COC(=O)C4(CC)O)C2=NC5=C1C=C(C=C5)O. Drug 2: CC(C)CN1C=NC2=C1C3=CC=CC=C3N=C2N. Cell line: NCIH23. Synergy scores: CSS=23.5, Synergy_ZIP=-4.88, Synergy_Bliss=-1.34, Synergy_Loewe=-38.5, Synergy_HSA=-2.76. (4) Drug 1: C1=CC(=CC=C1C#N)C(C2=CC=C(C=C2)C#N)N3C=NC=N3. Drug 2: CC12CCC3C(C1CCC2O)C(CC4=C3C=CC(=C4)O)CCCCCCCCCS(=O)CCCC(C(F)(F)F)(F)F. Cell line: MDA-MB-231. Synergy scores: CSS=-5.88, Synergy_ZIP=4.70, Synergy_Bliss=2.28, Synergy_Loewe=-6.69, Synergy_HSA=-5.99. (5) Drug 1: COC1=CC(=CC(=C1O)OC)C2C3C(COC3=O)C(C4=CC5=C(C=C24)OCO5)OC6C(C(C7C(O6)COC(O7)C8=CC=CS8)O)O. Drug 2: C(=O)(N)NO. Cell line: SN12C. Synergy scores: CSS=43.6, Synergy_ZIP=4.68, Synergy_Bliss=5.50, Synergy_Loewe=-50.6, Synergy_HSA=5.34. (6) Drug 1: CN1C(=O)N2C=NC(=C2N=N1)C(=O)N. Drug 2: CCN(CC)CCCC(C)NC1=C2C=C(C=CC2=NC3=C1C=CC(=C3)Cl)OC. Cell line: HS 578T. Synergy scores: CSS=4.90, Synergy_ZIP=-1.77, Synergy_Bliss=-0.759, Synergy_Loewe=-1.60, Synergy_HSA=-0.868.